From a dataset of Full USPTO retrosynthesis dataset with 1.9M reactions from patents (1976-2016). Predict the reactants needed to synthesize the given product. (1) Given the product [N:41]1[CH:37]=[CH:36][CH:35]=[C:40]([O:58][C:26]2[CH:27]=[CH:22][C:23]([NH:28][C:10]([C:2]3[NH:1][C:5]4[CH:6]=[CH:7][CH:8]=[CH:9][C:4]=4[N:3]=3)=[O:12])=[CH:24][CH:25]=2)[CH:39]=1, predict the reactants needed to synthesize it. The reactants are: [N:1]1[C:5]2[CH:6]=[CH:7][CH:8]=[CH:9][C:4]=2[NH:3][C:2]=1[C:10]([OH:12])=O.CN(C(ON1N=[N:28][C:23]2[CH:24]=[CH:25][CH:26]=[CH:27][C:22]1=2)=[N+](C)C)C.[B-](F)(F)(F)F.[CH:35]1[CH:36]=[CH:37]C2N(O)N=[N:41][C:39]=2[CH:40]=1.CCN(C(C)C)C(C)C.CN(C=[O:58])C. (2) Given the product [OH:1][C@@H:2]1[CH2:7][CH2:6][CH2:5][CH2:4][C@H:3]1[NH:8][C:9]([C:11]1[C:16]([C:17]([F:20])([F:19])[F:18])=[N:15][C:14]([O:33][CH2:32][CH:29]2[CH2:31][CH2:30]2)=[C:13]([C:22]2[CH:27]=[CH:26][C:25]([Cl:28])=[CH:24][CH:23]=2)[N:12]=1)=[O:10], predict the reactants needed to synthesize it. The reactants are: [OH:1][C@@H:2]1[CH2:7][CH2:6][CH2:5][CH2:4][C@H:3]1[NH:8][C:9]([C:11]1[C:16]([C:17]([F:20])([F:19])[F:18])=[N:15][C:14](Br)=[C:13]([C:22]2[CH:27]=[CH:26][C:25]([Cl:28])=[CH:24][CH:23]=2)[N:12]=1)=[O:10].[CH:29]1([CH2:32][O-:33])[CH2:31][CH2:30]1.[Li+]. (3) Given the product [C:23]([O:22][C:20](=[O:21])[NH:19][CH2:18][CH2:17][CH2:16][N:15]([C:27]([O:29][C:30]([CH3:31])([CH3:32])[CH3:33])=[O:28])[CH2:14][C:11]1[CH:12]=[CH:13][C:8]([C:4]2[C:3](=[O:34])[N:45]=[C:41]3[NH:42][CH:43]=[CH:44][N:40]3[CH:5]=2)=[CH:9][CH:10]=1)([CH3:24])([CH3:26])[CH3:25], predict the reactants needed to synthesize it. The reactants are: CO[C:3](=[O:34])[C:4]([C:8]1[CH:13]=[CH:12][C:11]([CH2:14][N:15]([C:27]([O:29][C:30]([CH3:33])([CH3:32])[CH3:31])=[O:28])[CH2:16][CH2:17][CH2:18][NH:19][C:20]([O:22][C:23]([CH3:26])([CH3:25])[CH3:24])=[O:21])=[CH:10][CH:9]=1)=[CH:5]OC.S(O)(O)(=O)=O.[NH:40]1[CH:44]=[CH:43][N:42]=[C:41]1[NH2:45].C[O-].[Na+]. (4) Given the product [Cl:14][C:12]1[CH:13]=[C:8]([C:6]([NH:5][CH2:4][C:3]([OH:35])=[O:2])=[O:7])[C:9]([NH:15][CH2:16][C:17]([N:19]2[CH2:24][C@H:23]([CH3:25])[N:22]([CH2:26][C:27]3[CH:32]=[CH:31][C:30]([F:33])=[CH:29][CH:28]=3)[CH2:21][C@H:20]2[CH3:34])=[O:18])=[N:10][CH:11]=1, predict the reactants needed to synthesize it. The reactants are: C[O:2][C:3](=[O:35])[CH2:4][NH:5][C:6]([C:8]1[C:9]([NH:15][CH2:16][C:17]([N:19]2[CH2:24][C@H:23]([CH3:25])[N:22]([CH2:26][C:27]3[CH:32]=[CH:31][C:30]([F:33])=[CH:29][CH:28]=3)[CH2:21][C@H:20]2[CH3:34])=[O:18])=[N:10][CH:11]=[C:12]([Cl:14])[CH:13]=1)=[O:7].O.[OH-].[Li+]. (5) Given the product [Cl:31][C:2]1[CH:3]=[C:4]2[C:9](=[CH:10][CH:11]=1)[CH:8]=[C:7]([S:12]([N:15]1[CH2:20][CH2:19][N:18]([CH2:21][C:22]3[CH:23]=[CH:24][C:25]([C:28](=[NH:29])[NH:32][OH:33])=[CH:26][CH:27]=3)[C:17](=[O:30])[CH2:16]1)(=[O:14])=[O:13])[CH:6]=[CH:5]2, predict the reactants needed to synthesize it. The reactants are: Cl[C:2]1[CH:3]=[C:4]2[C:9](=[CH:10][CH:11]=1)[CH:8]=[C:7]([S:12]([N:15]1[CH2:20][CH2:19][N:18]([CH2:21][C:22]3[CH:27]=[CH:26][C:25]([C:28]#[N:29])=[CH:24][CH:23]=3)[C:17](=[O:30])[CH2:16]1)(=[O:14])=[O:13])[CH:6]=[CH:5]2.[ClH:31].[NH2:32][OH:33].C(=O)([O-])O.[Na+]. (6) Given the product [NH2:1][C:2]([NH:4][C:5]1[C:6]([C:35]([NH2:37])=[O:36])=[N:7][N:8]([C:10]2[CH:11]=[CH:12][C:13]([C:16]3[CH:21]=[CH:20][C:19]([C:22]([NH2:24])=[O:23])=[C:18]([F:34])[CH:17]=3)=[CH:14][CH:15]=2)[CH:9]=1)=[O:3], predict the reactants needed to synthesize it. The reactants are: [NH2:1][C:2]([NH:4][C:5]1[C:6]([C:35]([NH2:37])=[O:36])=[N:7][N:8]([C:10]2[CH:15]=[CH:14][C:13]([C:16]3[CH:21]=[CH:20][C:19]([C:22]([NH:24]CC4C=CC(OC)=CC=4)=[O:23])=[C:18]([F:34])[CH:17]=3)=[CH:12][CH:11]=2)[CH:9]=1)=[O:3].C(O)(C(F)(F)F)=O.OS(C(F)(F)F)(=O)=O.C1(OC)C=CC=CC=1. (7) Given the product [C:10]([C:8]1[CH:7]=[CH:6][C:3]([CH:4]=[O:5])=[C:2]([F:1])[CH:9]=1)#[CH:11], predict the reactants needed to synthesize it. The reactants are: [F:1][C:2]1[CH:9]=[C:8]([C:10]#[C:11][Si](C)(C)C)[CH:7]=[CH:6][C:3]=1[CH:4]=[O:5].C([O-])([O-])=O.[K+].[K+].